Dataset: Forward reaction prediction with 1.9M reactions from USPTO patents (1976-2016). Task: Predict the product of the given reaction. (1) Given the reactants Cl[C:2]1[N:3]=[CH:4][C:5]2[N:11]([CH3:12])[C:10](=[O:13])[C:9]([F:15])([F:14])[CH2:8][N:7]([CH:16]3[CH2:20][CH2:19][CH2:18][CH2:17]3)[C:6]=2[N:21]=1.[F:22][C:23]1([F:33])[O:27][C:26]2[CH:28]=[CH:29][CH:30]=[C:31]([NH2:32])[C:25]=2[O:24]1, predict the reaction product. The product is: [CH:16]1([N:7]2[CH2:8][C:9]([F:15])([F:14])[C:10](=[O:13])[N:11]([CH3:12])[C:5]3[CH:4]=[N:3][C:2]([NH:32][C:31]4[C:25]5[O:24][C:23]([F:33])([F:22])[O:27][C:26]=5[CH:28]=[CH:29][CH:30]=4)=[N:21][C:6]2=3)[CH2:20][CH2:19][CH2:18][CH2:17]1. (2) Given the reactants [OH-].[Na+].[F:3][C:4]1[CH:9]=[CH:8][C:7]([CH2:10][CH2:11][NH:12][C:13](=[O:34])[N:14]([C:16]2[CH:17]=[C:18]([C:22]3[CH:27]=[CH:26][C:25]([CH2:28][CH2:29][C:30]([O:32]C)=[O:31])=[CH:24][CH:23]=3)[CH:19]=[CH:20][CH:21]=2)[CH3:15])=[CH:6][CH:5]=1.O1CCCC1.CO.O, predict the reaction product. The product is: [F:3][C:4]1[CH:5]=[CH:6][C:7]([CH2:10][CH2:11][NH:12][C:13](=[O:34])[N:14]([C:16]2[CH:17]=[C:18]([C:22]3[CH:23]=[CH:24][C:25]([CH2:28][CH2:29][C:30]([OH:32])=[O:31])=[CH:26][CH:27]=3)[CH:19]=[CH:20][CH:21]=2)[CH3:15])=[CH:8][CH:9]=1.